This data is from Reaction yield outcomes from USPTO patents with 853,638 reactions. The task is: Predict the reaction yield, written as a fraction of the theoretical maximum amount of product (1.0 means a 100% yield; for example, 0.34 means a 34% yield). (1) The yield is 0.160. The product is [NH:1]1[C:5]([C:6]2[CH:7]=[C:8]3[C:12](=[CH:13][CH:14]=2)[NH:11][N:10]=[C:9]3[C:15]2[CH:16]=[C:17]([CH:32]=[CH:33][CH:34]=2)[O:18][CH2:19][CH2:20][NH2:21])=[N:4][CH:3]=[N:2]1. The catalyst is [Pd].CO. The reactants are [NH:1]1[C:5]([C:6]2[CH:7]=[C:8]3[C:12](=[CH:13][CH:14]=2)[NH:11][N:10]=[C:9]3[C:15]2[CH:16]=[C:17]([CH:32]=[CH:33][CH:34]=2)[O:18][CH2:19][CH2:20][NH:21]C(OCC2C=CC=CC=2)=O)=[N:4][CH:3]=[N:2]1.C(O)=O. (2) The reactants are [CH3:1][O:2][C:3](=[O:20])[C:4]1[CH:9]=[C:8]([O:10][CH2:11][CH3:12])[CH:7]=[C:6]([NH:13][C:14](=[O:19])[CH2:15][CH2:16][CH2:17]Cl)[CH:5]=1.[H-].[Na+]. The catalyst is C1COCC1.CCOC(C)=O. The product is [CH3:1][O:2][C:3](=[O:20])[C:4]1[CH:5]=[C:6]([N:13]2[CH2:17][CH2:16][CH2:15][C:14]2=[O:19])[CH:7]=[C:8]([O:10][CH2:11][CH3:12])[CH:9]=1. The yield is 0.660. (3) The reactants are CC(OC(/N=N/C(OC(C)C)=O)=O)C.P(CCCC)(CCCC)CCCC.[CH2:28]([CH:30]1[CH:34]([C:35]2[N:39]3[C:40]4[CH:46]=[CH:45][N:44]([CH2:47][O:48][CH2:49][CH2:50][Si:51]([CH3:54])([CH3:53])[CH3:52])[C:41]=4[N:42]=[CH:43][C:38]3=[N:37][N:36]=2)[CH2:33][CH:32](O)[CH2:31]1)[CH3:29].[F:56][C:57]([F:61])([F:60])[CH2:58][SH:59]. The catalyst is C1COCC1. The product is [CH2:28]([CH:30]1[CH2:31][CH:32]([S:59][CH2:58][C:57]([F:61])([F:60])[F:56])[CH2:33][CH:34]1[C:35]1[N:39]2[C:40]3[CH:46]=[CH:45][N:44]([CH2:47][O:48][CH2:49][CH2:50][Si:51]([CH3:52])([CH3:54])[CH3:53])[C:41]=3[N:42]=[CH:43][C:38]2=[N:37][N:36]=1)[CH3:29]. The yield is 0.440. (4) The reactants are S(Cl)([Cl:3])=O.[CH2:5]([N:7]([CH2:11]CO)[CH2:8][CH2:9]O)[CH3:6].C(=O)([O-])O.[Na+].Cl[CH2:20][Cl:21]. No catalyst specified. The product is [Cl:3][CH2:9][CH2:8][N:7]([CH2:11][CH2:20][Cl:21])[CH2:5][CH3:6]. The yield is 0.760. (5) The reactants are [Cl:1][C:2]1[CH:7]=[C:6]([OH:8])[C:5]([OH:9])=[C:4]([N+:10]([O-:12])=[O:11])[CH:3]=1.C([O-])([O-])=O.[K+].[K+].CN(C=O)C.Br[CH2:25][CH2:26]Br. The catalyst is O. The product is [Cl:1][C:2]1[CH:3]=[C:4]([N+:10]([O-:12])=[O:11])[C:5]2[O:9][CH2:26][CH2:25][O:8][C:6]=2[CH:7]=1. The yield is 0.710. (6) The reactants are [Cl:1]C(OC(Cl)C)=O.[C:8]([N:11]1[CH2:16][CH2:15][CH:14]([O:17][C:18]2[CH:23]=[CH:22][C:21]([C@@H:24]3[O:29][CH2:28][CH2:27][N:26](CC4C=CC=CC=4)[CH2:25]3)=[CH:20][CH:19]=2)[CH2:13][CH2:12]1)(=[O:10])[CH3:9]. The catalyst is ClC(Cl)C. The product is [ClH:1].[C:8]([N:11]1[CH2:12][CH2:13][CH:14]([O:17][C:18]2[CH:19]=[CH:20][C:21]([C@@H:24]3[O:29][CH2:28][CH2:27][NH:26][CH2:25]3)=[CH:22][CH:23]=2)[CH2:15][CH2:16]1)(=[O:10])[CH3:9]. The yield is 1.00.